Dataset: Experimentally validated miRNA-target interactions with 360,000+ pairs, plus equal number of negative samples. Task: Binary Classification. Given a miRNA mature sequence and a target amino acid sequence, predict their likelihood of interaction. (1) Result: 1 (interaction). The protein sequence of the target gene is MRAVLEAADIAVVALYFILVMCIGFFAMWKSNRSTVSGYFLAGRSMTWVAIGASLFVSNIGSEHFIGLAGSGAASGFAVGAWEFNALLLLQLLGWVFIPIYIRSGVYTMPEYLSKRFGGHRIQVYFAALSLLLYIFTKLSVDLYSGALFIQESLGWNLYVSVILLIGMTALLTVTGGLVAVIYTDTLQALLMIIGALTLMVISMVKIGGFEEVKRRYMLASPDVASILLKYNLSNTNACMVHPKANALKMLRDPTDEDVPWPGFILGQTPASVWYWCADQVIVQRVLAAKNIAHAKGSTL.... The miRNA is mmu-miR-714 with sequence CGACGAGGGCCGGUCGGUCGC. (2) The miRNA is mmu-miR-465b-5p with sequence UAUUUAGAAUGGUGCUGAUCUG. The protein sequence of the target gene is MAGLGASLHVWGWLMLGSCLLARAQLDSDGTITIEEQIVLVLKAKVQCELNITAQLQEGEGNCFPEWDGLICWPRGTVGKISAVPCPPYIYDFNHKGVAFRHCNPNGTWDFMHSLNKTWANYSDCLRFLQPDISIGKQEFFERLYVMYTVGYSISFGSLAVAILIIGYFRRLHCTRNYIHMHLFVSFMLRATSIFVKDRVVHAHIGVKELESLIMQDDPQNSIEATSVDKSQYIGCKIAVVMFIYFLATNYYWILVEGLYLHNLIFVAFFSDTKYLWGFILIGWGFPAAFVAAWAVARAT.... Result: 0 (no interaction). (3) The miRNA is mmu-miR-18a-5p with sequence UAAGGUGCAUCUAGUGCAGAUAG. The protein sequence of the target gene is MRSEKSLTLAAPGEVRGPEGEQQDAGDFPEAGGGGGCCSSERLVINISGLRFETQLRTLSLFPDTLLGDPGRRVRFFDPLRNEYFFDRNRPSFDAILYYYQSGGRLRRPVNVPLDIFLEEIRFYQLGDEALAAFREDEGCLPEGGEDEKPLPSQPFQRQVWLLFEYPESSGPARGIAIVSVLVILISIVIFCLETLPQFRVDGRGGNNGGVSRVSPVSRGSQEEEEDEDDSYTFHHGITPGEMGTGGSSSLSTLGGSFFTDPFFLVETLCIVWFTFELLVRFSACPSKPAFFRNIMNIID.... Result: 0 (no interaction). (4) The miRNA is hsa-miR-6824-5p with sequence GUAGGGGAGGUUGGGCCAGGGA. The protein sequence of the target gene is MISPSLELLHSGLCKFPEVEGKMTTFKEAVTFKDVAVVFTEEELGLLDPAQRKLYRDVMLENFRNLLSVGNQPFHQDTFHFLGKEKFWKMKTTSQREGNSGGKIQIEMETVPEAGPHEEWSCQQIWEQIASDLTRSQNSIRNSSQFFKEGDVPCQIEARLSISHVQQKPYRCNECKQSFSDVSVFDLHQQSHSGEKSHTCGECGKSFCYSPALHIHQRVHMGEKCYKCDVCGKEFNQSSHLQTHQRVHTGEKPFKCGQCGKGFHSRSALNVHCKLHTGEKPYNCEECGKAFIHDSQLQEH.... Result: 0 (no interaction). (5) The protein sequence of the target gene is MPVRFKGLSEYQRNFLWKKSYLSESCNSSVGRKYPWAGLRSDQLGITKEPSFISKRRVPYHDPQISKSLEWNGAISESNVVASPEPEAPETPKSQEAEQKDVTQERVHSLEASRVPKRTRSHSADSRAEGASDVENNEGVTNHTPVNENVELEHSTKVLSENVDNGLDRLLRKKAGLTVVPSYNALRNSEYQRQFVWKTSKETAPAFAANQVFHNKSQFVPPFKGNSVIHETEYKRNFKGLSPVKEPKLRNDLRENRNLETVSPERKSNKIDDRLKLEAEMELKDLHQPKRKLTPWKHQR.... Result: 0 (no interaction). The miRNA is hsa-miR-30c-5p with sequence UGUAAACAUCCUACACUCUCAGC. (6) The miRNA is hsa-miR-5092 with sequence AAUCCACGCUGAGCUUGGCAUC. The protein sequence of the target gene is MNEPLDYLANASDFPDYAAAFGNCTDENIPLKMHYLPVIYGIIFLVGFPGNAVVISTYIFKMRPWKSSTIIMLNLACTDLLYLTSLPFLIHYYASGENWIFGDFMCKFIRFSFHFNLYSSILFLTCFSIFRYCVIIHPMSCFSIHKTRCAVVACAVVWIISLVAVIPMTFLITSTNRTNRSACLDLTSSDELNTIKWYNLILTATTFCLPLVIVTLCYTTIIHTLTHGLQTDSCLKQKARRLTILLLLAFYVCFLPFHILRVIRIESRLLSISCSIENQIHEAYIVSRPLAALNTFGNLL.... Result: 0 (no interaction).